This data is from Forward reaction prediction with 1.9M reactions from USPTO patents (1976-2016). The task is: Predict the product of the given reaction. Given the reactants Cl[C:2]1[C:7]([C:8]#[N:9])=[CH:6][N:5]=[C:4]2[C:10]3[CH:16]=[CH:15][CH:14]=[CH:13][C:11]=3[O:12][C:3]=12.[Cl:17][C:18]1[CH:24]=[CH:23][C:21]([NH2:22])=[C:20]([F:25])[CH:19]=1.Cl.N1C=CC=CC=1, predict the reaction product. The product is: [Cl:17][C:18]1[CH:24]=[CH:23][C:21]([NH:22][C:2]2[C:7]([C:8]#[N:9])=[CH:6][N:5]=[C:4]3[C:10]4[CH:16]=[CH:15][CH:14]=[CH:13][C:11]=4[O:12][C:3]=23)=[C:20]([F:25])[CH:19]=1.